This data is from HIV replication inhibition screening data with 41,000+ compounds from the AIDS Antiviral Screen. The task is: Binary Classification. Given a drug SMILES string, predict its activity (active/inactive) in a high-throughput screening assay against a specified biological target. (1) The drug is CCOC(=O)c1cc2c3c(c1)C(=O)CCN3CCC2=O. The result is 0 (inactive). (2) The compound is CC1=NOC(=O)C12CC2. The result is 0 (inactive). (3) The molecule is COc1cc(C(=O)O)c(C(=O)c2ccc(C#N)cc2)cc1OC. The result is 0 (inactive). (4) The drug is CCC(C(=O)NNC(=O)c1cc(OC)c(OC)c(OC)c1)c1ccccc1. The result is 0 (inactive).